This data is from Full USPTO retrosynthesis dataset with 1.9M reactions from patents (1976-2016). The task is: Predict the reactants needed to synthesize the given product. (1) Given the product [CH3:5][O:6][C:7](=[O:21])[CH:8]([NH:9][CH2:10][CH2:11][CH2:12][Cl:3])[C:14]1[CH:19]=[CH:18][C:17]([F:20])=[CH:16][CH:15]=1, predict the reactants needed to synthesize it. The reactants are: S(Cl)([Cl:3])=O.[CH3:5][O:6][C:7](=[O:21])[CH:8]([C:14]1[CH:19]=[CH:18][C:17]([F:20])=[CH:16][CH:15]=1)[NH:9][CH2:10][CH2:11][CH2:12]O. (2) Given the product [NH2:1][C:2]1[C:7]2=[C:8]([C:16]3[CH:21]=[CH:20][C:19]([NH:22][C:23]([NH:25][C:26]4[CH:31]=[C:30]([C:32]([F:33])([F:34])[F:35])[CH:29]=[CH:28][C:27]=4[F:36])=[O:24])=[CH:18][CH:17]=3)[C:9]([CH2:13][O:14][CH3:15])=[C:10]([CH:11]([OH:12])[CH3:37])[N:6]2[N:5]=[CH:4][N:3]=1, predict the reactants needed to synthesize it. The reactants are: [NH2:1][C:2]1[C:7]2=[C:8]([C:16]3[CH:21]=[CH:20][C:19]([NH:22][C:23]([NH:25][C:26]4[CH:31]=[C:30]([C:32]([F:35])([F:34])[F:33])[CH:29]=[CH:28][C:27]=4[F:36])=[O:24])=[CH:18][CH:17]=3)[C:9]([CH2:13][O:14][CH3:15])=[C:10]([CH:11]=[O:12])[N:6]2[N:5]=[CH:4][N:3]=1.[CH3:37][Li]. (3) Given the product [NH2:15][C:12]1[N:11]=[CH:10][C:9]([N:8]2[CH2:7][CH2:6][N:5]([C:18]([O:20][C:21]([CH3:23])([CH3:22])[CH3:24])=[O:19])[CH2:4][C@@H:3]2[CH2:1][CH3:2])=[CH:14][CH:13]=1, predict the reactants needed to synthesize it. The reactants are: [CH2:1]([C@@H:3]1[N:8]([C:9]2[CH:10]=[N:11][C:12]([N+:15]([O-])=O)=[CH:13][CH:14]=2)[CH2:7][CH2:6][N:5]([C:18]([O:20][C:21]([CH3:24])([CH3:23])[CH3:22])=[O:19])[CH2:4]1)[CH3:2]. (4) Given the product [O:1]=[C:2]1[CH:7]([N:8]2[C:16](=[O:17])[C:15]3[C:10](=[CH:11][CH:12]=[C:13]([C:18]([NH:47][CH2:48][CH2:49][CH2:50][CH2:51][CH2:52][CH2:53][NH:54][C:55](=[O:61])[O:56][C:57]([CH3:58])([CH3:60])[CH3:59])=[O:19])[CH:14]=3)[C:9]2=[O:21])[CH2:6][CH2:5][C:4](=[O:22])[NH:3]1, predict the reactants needed to synthesize it. The reactants are: [O:1]=[C:2]1[CH:7]([N:8]2[C:16](=[O:17])[C:15]3[C:10](=[CH:11][CH:12]=[C:13]([C:18](O)=[O:19])[CH:14]=3)[C:9]2=[O:21])[CH2:6][CH2:5][C:4](=[O:22])[NH:3]1.CN(C(ON1N=NC2C=CC=NC1=2)=[N+](C)C)C.F[P-](F)(F)(F)(F)F.[NH2:47][CH2:48][CH2:49][CH2:50][CH2:51][CH2:52][CH2:53][NH:54][C:55](=[O:61])[O:56][C:57]([CH3:60])([CH3:59])[CH3:58]. (5) Given the product [CH2:15]([N:5]1[C:4]2[CH:3]=[C:2]([B:20]3[O:21][C:22]([CH3:24])([CH3:23])[C:18]([CH3:34])([CH3:17])[O:19]3)[CH:14]=[CH:13][C:12]=2[C:11]2[C:6]1=[CH:7][CH:8]=[CH:9][CH:10]=2)[CH3:16], predict the reactants needed to synthesize it. The reactants are: Br[C:2]1[CH:14]=[CH:13][C:12]2[C:11]3[C:6](=[CH:7][CH:8]=[CH:9][CH:10]=3)[N:5]([CH2:15][CH3:16])[C:4]=2[CH:3]=1.[CH3:17][C:18]1([CH3:34])[C:22]([CH3:24])([CH3:23])[O:21][B:20]([B:20]2[O:21][C:22]([CH3:24])([CH3:23])[C:18]([CH3:34])([CH3:17])[O:19]2)[O:19]1.C([O-])(=O)C.[K+].